This data is from Full USPTO retrosynthesis dataset with 1.9M reactions from patents (1976-2016). The task is: Predict the reactants needed to synthesize the given product. (1) Given the product [NH2:31][CH2:32][CH2:33][CH2:34][CH2:35][NH:36][C:27]([C:24]1[CH:25]=[CH:26][C:17]2[C:16]3[N:30]=[C:12]([NH:11][C:5]4[CH:6]=[CH:7][C:8]([O:9][CH3:10])=[C:3]([O:2][CH3:1])[CH:4]=4)[N:13]=[CH:14][C:15]=3[CH2:21][C:20](=[O:22])[NH:19][C:18]=2[CH:23]=1)=[O:28], predict the reactants needed to synthesize it. The reactants are: [CH3:1][O:2][C:3]1[CH:4]=[C:5]([NH:11][C:12]2[N:13]=[CH:14][C:15]3[CH2:21][C:20](=[O:22])[NH:19][C:18]4[CH:23]=[C:24]([C:27](O)=[O:28])[CH:25]=[CH:26][C:17]=4[C:16]=3[N:30]=2)[CH:6]=[CH:7][C:8]=1[O:9][CH3:10].[NH2:31][CH2:32][CH2:33][CH2:34][CH2:35][NH:36]C(=O)OC(C)(C)C. (2) The reactants are: [Li]CCCC.CN(C)S([N:11]1[C:15]([CH:16]2[CH2:21][CH2:20][O:19][CH2:18][CH2:17]2)=[CH:14][N:13]=[CH:12]1)(=O)=O.CN([CH:26]=[O:27])C.Cl.C([O-])(O)=O.[Na+]. Given the product [O:19]1[CH2:20][CH2:21][CH:16]([C:15]2[NH:11][C:12]([CH:26]=[O:27])=[N:13][CH:14]=2)[CH2:17][CH2:18]1, predict the reactants needed to synthesize it. (3) Given the product [CH:1]1(/[CH:6]=[CH:7]/[C@@H:8]([OH:9])[C@H:10]([OH:14])[C@@H:11]([OH:18])[C@@H:12]([O:16][CH3:17])[C:13]([NH:20][C@@H:21]2[C:27](=[O:28])[N:26]([CH3:29])[C:25]3[CH:30]=[CH:31][CH:32]=[CH:33][C:24]=3[N:23]([CH3:34])[CH2:22]2)=[O:15])[CH2:5][CH2:4][CH2:3][CH2:2]1, predict the reactants needed to synthesize it. The reactants are: [CH:1]1(/[CH:6]=[CH:7]/[C@H:8]([C@@H:10]2[O:14][C:13](=[O:15])[C@H:12]([O:16][CH3:17])[C@@H:11]2[OH:18])[OH:9])[CH2:5][CH2:4][CH2:3][CH2:2]1.Cl.[NH2:20][C@@H:21]1[C:27](=[O:28])[N:26]([CH3:29])[C:25]2[CH:30]=[CH:31][CH:32]=[CH:33][C:24]=2[N:23]([CH3:34])[CH2:22]1.C(C(CCCC)C([O-])=O)C.[Na+]. (4) Given the product [F:1][C:2]1[CH:3]=[C:4]([CH:14]([NH:16][C:17]([C:19]2[N:20]=[C:21]([O:38][C:29]3[CH:30]=[CH:31][CH:32]=[C:33]([C:34]([F:35])([F:36])[F:37])[C:28]=3[CH:25]3[CH2:26][CH2:27]3)[O:22][CH:23]=2)=[O:18])[CH3:15])[CH:5]=[C:6]([F:13])[C:7]=1[NH:8][S:9]([CH3:12])(=[O:11])=[O:10], predict the reactants needed to synthesize it. The reactants are: [F:1][C:2]1[CH:3]=[C:4]([CH:14]([NH:16][C:17]([C:19]2[N:20]=[C:21](Cl)[O:22][CH:23]=2)=[O:18])[CH3:15])[CH:5]=[C:6]([F:13])[C:7]=1[NH:8][S:9]([CH3:12])(=[O:11])=[O:10].[CH:25]1([C:28]2[C:33]([C:34]([F:37])([F:36])[F:35])=[CH:32][CH:31]=[CH:30][C:29]=2[OH:38])[CH2:27][CH2:26]1. (5) Given the product [CH:6]1[N:2]2[C@H:7]3[C@H:8]([NH:13][C:15]4([CH2:20][CH2:19][N:18]([C:21]([O:23][C:24]([CH3:27])([CH3:26])[CH3:25])=[O:22])[CH2:17][CH2:16]4)[C:3]2=[CH:4][CH:5]=1)[CH2:9][CH2:10][CH2:11][CH2:12]3, predict the reactants needed to synthesize it. The reactants are: Cl.[N:2]1([C@@H:7]2[CH2:12][CH2:11][CH2:10][CH2:9][C@H:8]2[NH2:13])[CH:6]=[CH:5][CH:4]=[CH:3]1.O=[C:15]1[CH2:20][CH2:19][N:18]([C:21]([O:23][C:24]([CH3:27])([CH3:26])[CH3:25])=[O:22])[CH2:17][CH2:16]1.C(O)(=O)/C=C\C(O)=O. (6) Given the product [CH3:13][O:15][C:16](=[O:37])[CH2:17][O:18][CH2:19]/[CH:20]=[CH:21]\[CH2:22][N:23]1[C:28](=[O:29])[CH2:27][CH2:26][CH2:25][C@@H:24]1[CH2:30][OH:31], predict the reactants needed to synthesize it. The reactants are: O.C1(C)C=CC(S(O)(=O)=O)=CC=1.[CH2:13]([O:15][C:16](=[O:37])[CH2:17][O:18][CH2:19]/[CH:20]=[CH:21]\[CH2:22][N:23]1[C:28](=[O:29])[CH2:27][CH2:26][CH2:25][C@@H:24]1[CH2:30][O:31]C(OCC)C)C. (7) Given the product [F:11][C:4]1[CH:3]=[C:2]([B:15]2[O:16][C:17]([CH3:19])([CH3:18])[C:13]([CH3:27])([CH3:12])[O:14]2)[CH:7]=[CH:6][C:5]=1[N+:8]([O-:10])=[O:9], predict the reactants needed to synthesize it. The reactants are: Br[C:2]1[CH:7]=[CH:6][C:5]([N+:8]([O-:10])=[O:9])=[C:4]([F:11])[CH:3]=1.[CH3:12][C:13]1([CH3:27])[C:17]([CH3:19])([CH3:18])[O:16][B:15](C2C=C(C=CC=2)N)[O:14]1.CC([O-])=O.[K+].